This data is from Human liver microsome stability data. The task is: Regression/Classification. Given a drug SMILES string, predict its absorption, distribution, metabolism, or excretion properties. Task type varies by dataset: regression for continuous measurements (e.g., permeability, clearance, half-life) or binary classification for categorical outcomes (e.g., BBB penetration, CYP inhibition). Dataset: hlm. (1) The molecule is CCN(C)C(=O)N1CC(N)C(c2ccc(Cl)cc2Cl)C1. The result is 0 (unstable in human liver microsomes). (2) The drug is CS(=O)(=O)c1ccccc1OC1CCN(C(=O)NCc2ccc(Cl)cc2Cl)CC1. The result is 1 (stable in human liver microsomes). (3) The result is 0 (unstable in human liver microsomes). The molecule is CNCCc1c[nH]c2c1C(=O)C1=C(NC=CS1(=O)=O)C2=O. (4) The drug is Cc1c2c(n3c1CCCCN1CCC[C@@H]1CNc1cc-3ccc1C(N)=O)CC(C)(C)CC2=O. The result is 1 (stable in human liver microsomes). (5) The molecule is N#CC1(n2cc([C@H](CCc3ccccc3)NC(=O)c3ccsc3)nn2)CC1. The result is 1 (stable in human liver microsomes). (6) The compound is CCc1nc(N)nc(N)c1-c1ccc2c(c1)N(CCCOC)C(=O)C(C)O2. The result is 0 (unstable in human liver microsomes).